This data is from Full USPTO retrosynthesis dataset with 1.9M reactions from patents (1976-2016). The task is: Predict the reactants needed to synthesize the given product. (1) Given the product [N+:1]([C:4]1[CH:12]=[CH:11][CH:10]=[CH:9][C:5]=1[C:6]([NH:20][C:19]1[C:14]([Cl:13])=[N:15][CH:16]=[CH:17][CH:18]=1)=[O:7])([O-:3])=[O:2], predict the reactants needed to synthesize it. The reactants are: [N+:1]([C:4]1[CH:12]=[CH:11][CH:10]=[CH:9][C:5]=1[C:6](Cl)=[O:7])([O-:3])=[O:2].[Cl:13][C:14]1[C:19]([NH2:20])=[CH:18][CH:17]=[CH:16][N:15]=1. (2) The reactants are: [Cl:1][C:2]1[CH:3]=[C:4]2[C:9](=[C:10]([Cl:12])[CH:11]=1)[CH2:8][N:7]([CH3:13])[CH2:6][CH:5]2[C:14]1[CH:15]=[C:16]([CH:18]=[CH:19][CH:20]=1)[NH2:17].ClC1C=C2C(=C(Cl)C=1)CN(C)CC2C1C=CC(N)=CC=1.[NH2:41][C@@H:42]([CH2:48][CH2:49][C:50]([O:52]CC)=[O:51])[C:43]([O:45]CC)=[O:44].N[C@@H](CC(OC)=O)[C:57](OC)=[O:58]. Given the product [Cl:1][C:2]1[CH:3]=[C:4]2[C:9](=[C:10]([Cl:12])[CH:11]=1)[CH2:8][N:7]([CH3:13])[CH2:6][CH:5]2[C:14]1[CH:15]=[C:16]([NH:17][C:57](=[O:58])[NH:41][C@@H:42]([CH2:48][CH2:49][C:50]([OH:52])=[O:51])[C:43]([OH:45])=[O:44])[CH:18]=[CH:19][CH:20]=1, predict the reactants needed to synthesize it. (3) Given the product [CH3:1][NH:2][C@H:3]([C:13]([NH:15][C@H:16]([C:21]([N:23]([C@@H:25]([CH:32]([CH3:33])[CH3:34])/[CH:26]=[C:27](\[CH3:28])/[C:29](=[O:30])[NH:43][CH2:35][CH2:36][C:37]1[CH:42]=[CH:41][CH:40]=[CH:39][CH:38]=1)[CH3:24])=[O:22])[C:17]([CH3:20])([CH3:18])[CH3:19])=[O:14])[C:4]([CH3:12])([CH3:11])[C:5]1[CH:33]=[CH:32][CH:25]=[CH:26][CH:27]=1, predict the reactants needed to synthesize it. The reactants are: [CH3:1][NH:2][C@H:3]([C:13]([NH:15][C@H:16]([C:21]([N:23]([C@@H:25]([CH:32]([CH3:34])[CH3:33])/[CH:26]=[C:27](/[C:29](O)=[O:30])\[CH3:28])[CH3:24])=[O:22])[C:17]([CH3:20])([CH3:19])[CH3:18])=[O:14])[C:4]([CH3:12])([CH3:11])[C:5]1C=CC=CC=1.[CH2:35]([NH2:43])[CH2:36][C:37]1[CH:42]=[CH:41][CH:40]=[CH:39][CH:38]=1. (4) Given the product [CH3:1][O:2][C:3]1[CH:8]=[C:7]([C:9]2[CH:10]=[CH:11][CH:12]=[CH:13][CH:14]=2)[CH:6]=[CH:5][C:4]=1[CH2:15][N:16]1[CH2:21][CH2:20][NH:19][CH2:18][CH2:17]1, predict the reactants needed to synthesize it. The reactants are: [CH3:1][O:2][C:3]1[CH:8]=[C:7]([C:9]2[CH:14]=[CH:13][CH:12]=[CH:11][CH:10]=2)[CH:6]=[CH:5][C:4]=1[CH2:15][N:16]1[CH2:21][CH2:20][N:19](C(OC(C)(C)C)=O)[CH2:18][CH2:17]1.FC(F)(F)C(O)=O. (5) Given the product [F:22][C:23]1[C:28]([F:29])=[CH:27][CH:26]=[CH:25][C:24]=1[C:30]1[N:38]=[C:33]2[CH:34]=[N:35][N:36]([CH2:12][C:11]3[CH:18]=[CH:19][C:8]([O:7][CH2:6][C:5]4[CH:20]=[CH:21][C:2]([F:1])=[CH:3][CH:4]=4)=[CH:9][CH:10]=3)[CH:37]=[C:32]2[N:31]=1, predict the reactants needed to synthesize it. The reactants are: [F:1][C:2]1[CH:21]=[CH:20][C:5]([CH2:6][O:7][C:8]2[CH:19]=[CH:18][C:11]([CH2:12]OS(C)(=O)=O)=[CH:10][CH:9]=2)=[CH:4][CH:3]=1.[F:22][C:23]1[C:28]([F:29])=[CH:27][CH:26]=[CH:25][C:24]=1[C:30]1[N:38]=[C:33]2[CH:34]=[N:35][NH:36][CH:37]=[C:32]2[N:31]=1. (6) Given the product [NH2:21][CH2:20][C@@:15]1([C:10]2[CH:11]=[CH:12][C:13]([Cl:14])=[C:8]([Cl:7])[CH:9]=2)[CH2:17][C@H:16]1[CH2:18][OH:19], predict the reactants needed to synthesize it. The reactants are: [H-].[Al+3].[Li+].[H-].[H-].[H-].[Cl:7][C:8]1[CH:9]=[C:10]([C:15]2([C:20]#[N:21])[CH2:17][CH:16]2[CH2:18][OH:19])[CH:11]=[CH:12][C:13]=1[Cl:14].O.O.O.O.O.O.O.O.O.O.S([O-])([O-])(=O)=O.[Na+].[Na+]. (7) Given the product [C:20]([O:19][C:17]([N:13]1[C:14]2[C:10](=[CH:9][C:8]([C:5]3[CH:4]=[CH:3][C:2]([O:1][CH2:30][CH:24]4[CH2:29][CH2:28][CH2:27][CH2:26][CH2:25]4)=[CH:7][CH:6]=3)=[CH:16][CH:15]=2)[CH2:11][CH2:12]1)=[O:18])([CH3:23])([CH3:22])[CH3:21], predict the reactants needed to synthesize it. The reactants are: [OH:1][C:2]1[CH:7]=[CH:6][C:5]([C:8]2[CH:9]=[C:10]3[C:14](=[CH:15][CH:16]=2)[N:13]([C:17]([O:19][C:20]([CH3:23])([CH3:22])[CH3:21])=[O:18])[CH:12]=[CH:11]3)=[CH:4][CH:3]=1.[CH:24]1([CH2:30]Br)[CH2:29][CH2:28][CH2:27][CH2:26][CH2:25]1.C([O-])([O-])=O.[K+].[K+].